Dataset: Full USPTO retrosynthesis dataset with 1.9M reactions from patents (1976-2016). Task: Predict the reactants needed to synthesize the given product. (1) Given the product [C:1]1([C:7]2[N:11]=[C:10]([N:12]3[CH2:17][CH2:16][N:15]([C:35]([NH:34][C:30]4[CH:29]=[C:28]([CH:33]=[CH:32][CH:31]=4)[C:27]([O:26][CH3:25])=[O:37])=[O:36])[CH2:14][CH2:13]3)[S:9][N:8]=2)[CH:2]=[CH:3][CH:4]=[CH:5][CH:6]=1, predict the reactants needed to synthesize it. The reactants are: [C:1]1([C:7]2[N:11]=[C:10]([N:12]3[CH2:17][CH2:16][NH:15][CH2:14][CH2:13]3)[S:9][N:8]=2)[CH:6]=[CH:5][CH:4]=[CH:3][CH:2]=1.C(N(CC)CC)C.[CH3:25][O:26][C:27](=[O:37])[C:28]1[CH:33]=[CH:32][CH:31]=[C:30]([N:34]=[C:35]=[O:36])[CH:29]=1. (2) Given the product [CH3:14][O:15][C:16]1[CH:25]=[CH:24][C:23]([N:26]2[CH2:27][CH2:28][N:29]([CH3:32])[CH2:30][CH2:31]2)=[C:22]2[C:17]=1[CH2:18][CH2:19][N:20]([C:12]([NH:11][C:8]1[CH:7]=[CH:6][C:5]([S:2]([Cl:1])(=[O:4])=[O:3])=[CH:10][CH:9]=1)=[O:13])[CH2:21]2, predict the reactants needed to synthesize it. The reactants are: [Cl:1][S:2]([C:5]1[CH:10]=[CH:9][C:8]([N:11]=[C:12]=[O:13])=[CH:7][CH:6]=1)(=[O:4])=[O:3].[CH3:14][O:15][C:16]1[CH:25]=[CH:24][C:23]([N:26]2[CH2:31][CH2:30][N:29]([CH3:32])[CH2:28][CH2:27]2)=[C:22]2[C:17]=1[CH2:18][CH2:19][NH:20][CH2:21]2. (3) Given the product [CH3:1][S:2]([N:5]1[CH2:10][CH2:9][CH:8]([CH2:11][OH:12])[CH2:7][CH2:6]1)(=[O:4])=[O:3], predict the reactants needed to synthesize it. The reactants are: [CH3:1][S:2]([N:5]1[CH2:10][CH2:9][CH:8]([C:11](OCC)=[O:12])[CH2:7][CH2:6]1)(=[O:4])=[O:3].[H-].[Al+3].[Li+].[H-].[H-].[H-]. (4) Given the product [ClH:43].[CH3:1][O:2][C:3]1[N:8]=[CH:7][C:6]([NH:9][C:10]2[C:15]([C:16]3[N:24]=[C:23]([CH3:25])[N:22]=[C:21]4[C:17]=3[N:18]=[CH:19][NH:20]4)=[CH:14][C:13]([CH2:32][C:33]3[CH:38]=[CH:37][C:36]([S:39]([CH3:42])(=[O:41])=[O:40])=[CH:35][CH:34]=3)=[CH:12][N:11]=2)=[CH:5][CH:4]=1, predict the reactants needed to synthesize it. The reactants are: [CH3:1][O:2][C:3]1[N:8]=[CH:7][C:6]([NH:9][C:10]2[C:15]([C:16]3[N:24]=[C:23]([CH3:25])[N:22]=[C:21]4[C:17]=3[N:18]=[CH:19][N:20]4C3CCCCO3)=[CH:14][C:13]([CH2:32][C:33]3[CH:38]=[CH:37][C:36]([S:39]([CH3:42])(=[O:41])=[O:40])=[CH:35][CH:34]=3)=[CH:12][N:11]=2)=[CH:5][CH:4]=1.[ClH:43]. (5) Given the product [F:4][C:5]1[CH:6]=[CH:7][C:8]([CH2:9][C@H:10]2[C:15](=[O:16])[N:14]([C@H:17]([CH2:23][CH2:24][CH3:25])[C:18]([OH:20])=[O:19])[C@H:13]([C:26]3[CH:31]=[CH:30][C:29]([Cl:32])=[CH:28][CH:27]=3)[C@H:12]([C:33]3[CH:34]=[CH:35][C:36]([Cl:39])=[CH:37][CH:38]=3)[O:11]2)=[CH:40][CH:41]=1, predict the reactants needed to synthesize it. The reactants are: [OH-].[Li+].O.[F:4][C:5]1[CH:41]=[CH:40][C:8]([CH2:9][C@H:10]2[C:15](=[O:16])[N:14]([C@H:17]([CH2:23][CH2:24][CH3:25])[C:18]([O:20]CC)=[O:19])[C@H:13]([C:26]3[CH:31]=[CH:30][C:29]([Cl:32])=[CH:28][CH:27]=3)[C@H:12]([C:33]3[CH:38]=[CH:37][C:36]([Cl:39])=[CH:35][CH:34]=3)[O:11]2)=[CH:7][CH:6]=1. (6) Given the product [C:8]([NH:3][CH2:1][CH2:2][C:11]([OH:14])=[O:12])(=[O:10])[CH3:9], predict the reactants needed to synthesize it. The reactants are: [C:1](#[N:3])[CH3:2].C(O[C:8](=[O:10])[CH3:9])(=O)C.[C:11]([O-:14])(O)=[O:12].[Na+].